This data is from NCI-60 drug combinations with 297,098 pairs across 59 cell lines. The task is: Regression. Given two drug SMILES strings and cell line genomic features, predict the synergy score measuring deviation from expected non-interaction effect. (1) Drug 1: CC(C1=C(C=CC(=C1Cl)F)Cl)OC2=C(N=CC(=C2)C3=CN(N=C3)C4CCNCC4)N. Drug 2: CN(CC1=CN=C2C(=N1)C(=NC(=N2)N)N)C3=CC=C(C=C3)C(=O)NC(CCC(=O)O)C(=O)O. Cell line: SK-MEL-28. Synergy scores: CSS=-2.58, Synergy_ZIP=1.56, Synergy_Bliss=1.22, Synergy_Loewe=-6.38, Synergy_HSA=-4.23. (2) Synergy scores: CSS=32.3, Synergy_ZIP=8.73, Synergy_Bliss=7.05, Synergy_Loewe=-21.9, Synergy_HSA=5.44. Drug 2: CCC1(CC2CC(C3=C(CCN(C2)C1)C4=CC=CC=C4N3)(C5=C(C=C6C(=C5)C78CCN9C7C(C=CC9)(C(C(C8N6C)(C(=O)OC)O)OC(=O)C)CC)OC)C(=O)OC)O.OS(=O)(=O)O. Cell line: NCI-H322M. Drug 1: CC1=C(C=C(C=C1)NC2=NC=CC(=N2)N(C)C3=CC4=NN(C(=C4C=C3)C)C)S(=O)(=O)N.Cl. (3) Drug 1: C1CCC(C1)C(CC#N)N2C=C(C=N2)C3=C4C=CNC4=NC=N3. Drug 2: CN(CCCl)CCCl.Cl. Cell line: SF-268. Synergy scores: CSS=4.79, Synergy_ZIP=1.92, Synergy_Bliss=-5.06, Synergy_Loewe=-23.6, Synergy_HSA=-10.3. (4) Drug 1: CC(C)(C#N)C1=CC(=CC(=C1)CN2C=NC=N2)C(C)(C)C#N. Drug 2: CC1CCCC2(C(O2)CC(NC(=O)CC(C(C(=O)C(C1O)C)(C)C)O)C(=CC3=CSC(=N3)C)C)C. Cell line: IGROV1. Synergy scores: CSS=25.4, Synergy_ZIP=2.04, Synergy_Bliss=0.943, Synergy_Loewe=-10.5, Synergy_HSA=-0.731. (5) Drug 1: C(=O)(N)NO. Drug 2: CCCCCOC(=O)NC1=NC(=O)N(C=C1F)C2C(C(C(O2)C)O)O. Cell line: UO-31. Synergy scores: CSS=4.20, Synergy_ZIP=-3.93, Synergy_Bliss=-2.46, Synergy_Loewe=-1.81, Synergy_HSA=-0.384. (6) Drug 1: C1=CN(C=N1)CC(O)(P(=O)(O)O)P(=O)(O)O. Drug 2: CN(CC1=CN=C2C(=N1)C(=NC(=N2)N)N)C3=CC=C(C=C3)C(=O)NC(CCC(=O)O)C(=O)O. Cell line: U251. Synergy scores: CSS=32.9, Synergy_ZIP=-1.28, Synergy_Bliss=1.22, Synergy_Loewe=-44.9, Synergy_HSA=0.361.